The task is: Regression. Given a peptide amino acid sequence and an MHC pseudo amino acid sequence, predict their binding affinity value. This is MHC class II binding data.. This data is from Peptide-MHC class II binding affinity with 134,281 pairs from IEDB. The peptide sequence is NVSHIQSAVVCGRRH. The MHC is HLA-DPA10301-DPB10402 with pseudo-sequence HLA-DPA10301-DPB10402. The binding affinity (normalized) is 0.180.